This data is from Reaction yield outcomes from USPTO patents with 853,638 reactions. The task is: Predict the reaction yield, written as a fraction of the theoretical maximum amount of product (1.0 means a 100% yield; for example, 0.34 means a 34% yield). (1) The catalyst is ClCCl. The yield is 0.890. The product is [Cl:1][C:2]1[CH:3]=[C:4]([CH:7]=[C:8]([OH:11])[C:9]=1[OH:10])[CH:5]=[O:6]. The reactants are [Cl:1][C:2]1[CH:3]=[C:4]([CH:7]=[C:8]([O:11]C)[C:9]=1[OH:10])[CH:5]=[O:6].B(Br)(Br)Br. (2) The reactants are [Br:1][C:2]1[CH:3]=[N:4][CH:5]=[C:6]([CH:9]=1)[CH:7]=O.Cl.[CH3:11][NH:12][CH3:13].[BH-](OC(C)=O)(OC(C)=O)OC(C)=O.[Na+]. The catalyst is ClCCCl.C(Cl)Cl.C([O-])(O)=O.[Na+]. The product is [Br:1][C:2]1[CH:9]=[C:6]([CH2:7][N:12]([CH3:13])[CH3:11])[CH:5]=[N:4][CH:3]=1. The yield is 0.926. (3) The reactants are [Cl:1][C:2]1[N:11]=[C:10]([Cl:12])[C:9]2[N:8]([CH3:13])[C:7](=[O:14])[CH:6]3[CH2:15][O:16][CH2:17][CH2:18][N:5]3[C:4]=2[N:3]=1.IC.[CH3:21]C([O-])(C)C. The catalyst is CS(C)=O.O. The product is [Cl:1][C:2]1[N:11]=[C:10]([Cl:12])[C:9]2[N:8]([CH3:13])[C:7](=[O:14])[C:6]3([CH3:21])[CH2:15][O:16][CH2:17][CH2:18][N:5]3[C:4]=2[N:3]=1. The yield is 0.950.